This data is from Forward reaction prediction with 1.9M reactions from USPTO patents (1976-2016). The task is: Predict the product of the given reaction. (1) The product is: [O:47]1[CH:51]=[CH:50][CH:49]=[C:48]1[C:52]([NH:46][C:42]1[CH:43]=[CH:44][CH:45]=[C:40]([C:9]2[C:10]3[C:15](=[CH:14][CH:13]=[C:12]([C:16]4[N:20]=[CH:19][N:18]([C:21]([C:28]5[CH:33]=[CH:32][CH:31]=[CH:30][CH:29]=5)([C:22]5[CH:27]=[CH:26][CH:25]=[CH:24][CH:23]=5)[C:34]5[CH:35]=[CH:36][CH:37]=[CH:38][CH:39]=5)[N:17]=4)[CH:11]=3)[N:7]([CH:2]3[CH2:3][CH2:4][CH2:5][CH2:6][O:1]3)[N:8]=2)[CH:41]=1)=[O:53]. Given the reactants [O:1]1[CH2:6][CH2:5][CH2:4][CH2:3][CH:2]1[N:7]1[C:15]2[C:10](=[CH:11][C:12]([C:16]3[N:20]=[CH:19][N:18]([C:21]([C:34]4[CH:39]=[CH:38][CH:37]=[CH:36][CH:35]=4)([C:28]4[CH:33]=[CH:32][CH:31]=[CH:30][CH:29]=4)[C:22]4[CH:27]=[CH:26][CH:25]=[CH:24][CH:23]=4)[N:17]=3)=[CH:13][CH:14]=2)[C:9]([C:40]2[CH:41]=[C:42]([NH2:46])[CH:43]=[CH:44][CH:45]=2)=[N:8]1.[O:47]1[CH:51]=[CH:50][CH:49]=[C:48]1[C:52](Cl)=[O:53].C(N(CC)CC)C, predict the reaction product. (2) Given the reactants [OH:1]O.[CH:3]1([C:6]2[N:10](C(=O)C)[N:9]=[C:8]([NH:14][C:15]3[C:20](B4OC(C)(C)C(C)(C)O4)=[CH:19][N:18]=[C:17]([C:30]4[CH:35]=[CH:34][CH:33]=[CH:32][CH:31]=4)[N:16]=3)[CH:7]=2)[CH2:5][CH2:4]1.O, predict the reaction product. The product is: [CH:3]1([C:6]2[NH:10][N:9]=[C:8]([NH:14][C:15]3[C:20]([OH:1])=[CH:19][N:18]=[C:17]([C:30]4[CH:35]=[CH:34][CH:33]=[CH:32][CH:31]=4)[N:16]=3)[CH:7]=2)[CH2:5][CH2:4]1. (3) Given the reactants [O:1]=[C:2]1[CH2:7][S:6][C:5]2[N:8]=[CH:9][C:10]([C:12](O)=[O:13])=[CH:11][C:4]=2[NH:3]1.C(OC(Cl)=O)C(C)C.[BH4-].[Na+], predict the reaction product. The product is: [OH:13][CH2:12][C:10]1[CH:9]=[N:8][C:5]2[S:6][CH2:7][C:2](=[O:1])[NH:3][C:4]=2[CH:11]=1. (4) Given the reactants [Br:1][C:2]1[C:11]2[C:6](=[CH:7][CH:8]=[C:9]([Cl:12])[CH:10]=2)[CH2:5][CH2:4][C:3]=1[CH:13]=[O:14].ClC1C(=O)C(C#N)=C(C#N)C(=O)C=1Cl, predict the reaction product. The product is: [Br:1][C:2]1[C:11]2[C:6](=[CH:7][CH:8]=[C:9]([Cl:12])[CH:10]=2)[CH:5]=[CH:4][C:3]=1[CH:13]=[O:14].